From a dataset of Full USPTO retrosynthesis dataset with 1.9M reactions from patents (1976-2016). Predict the reactants needed to synthesize the given product. (1) The reactants are: ClC1C=C(Cl)C=CC=1C1N=C(CC)C(N[C@@H]2C3C(=CC=CC=3)C[C@@H]2OCC)=NC=1CC.[Cl:32][C:33]1[CH:38]=[C:37]([O:39][CH3:40])[CH:36]=[CH:35][C:34]=1[C:41]1[N:42]=[C:43]([CH2:56][CH3:57])[C:44]([NH:49][C@H:50]2[CH2:54][O:53][CH2:52][C@H:51]2[OH:55])=[N:45][C:46]=1[CH2:47][CH3:48].Br[CH2:59][CH2:60][CH2:61][F:62]. Given the product [Cl:32][C:33]1[CH:38]=[C:37]([O:39][CH3:40])[CH:36]=[CH:35][C:34]=1[C:41]1[N:42]=[C:43]([CH2:56][CH3:57])[C:44]([NH:49][C@H:50]2[C@@H:51]([O:55][CH2:59][CH2:60][CH2:61][F:62])[CH2:52][O:53][CH2:54]2)=[N:45][C:46]=1[CH2:47][CH3:48], predict the reactants needed to synthesize it. (2) Given the product [Br:1][C:2]1[CH:3]=[C:4]2[C:5]([C:18](=[O:20])[C:12]([C:13]([O:15][CH2:16][CH3:17])=[O:14])=[CH:11][NH:10]2)=[CH:6][C:7]=1[O:8][CH3:9], predict the reactants needed to synthesize it. The reactants are: [Br:1][C:2]1[CH:3]=[C:4]([NH:10][CH:11]=[C:12]([C:18]([O:20]CC)=O)[C:13]([O:15][CH2:16][CH3:17])=[O:14])[CH:5]=[CH:6][C:7]=1[O:8][CH3:9]. (3) The reactants are: [CH3:1][C:2]1([CH3:16])[CH2:7][CH2:6][CH:5]([C:8]2[CH:13]=[CH:12][C:11]([O:14]C)=[CH:10][CH:9]=2)[CH2:4][CH2:3]1.B(Br)(Br)Br. Given the product [CH3:1][C:2]1([CH3:16])[CH2:7][CH2:6][CH:5]([C:8]2[CH:9]=[CH:10][C:11]([OH:14])=[CH:12][CH:13]=2)[CH2:4][CH2:3]1, predict the reactants needed to synthesize it. (4) Given the product [CH2:13]([NH:12][C:4]1[N:5]=[C:6]([NH:8][CH2:9][CH2:10][CH3:11])[N:7]=[C:2]([N:18]([CH3:17])[O:19][CH2:20][C:21]#[CH:22])[N:3]=1)[CH2:14][CH3:15], predict the reactants needed to synthesize it. The reactants are: Cl[C:2]1[N:7]=[C:6]([NH:8][CH2:9][CH2:10][CH3:11])[N:5]=[C:4]([NH:12][CH2:13][CH2:14][CH3:15])[N:3]=1.Cl.[CH3:17][NH:18][O:19][CH2:20][C:21]#[CH:22].[OH-].[Na+].C([O-])(O)=O.[Na+].